Dataset: Catalyst prediction with 721,799 reactions and 888 catalyst types from USPTO. Task: Predict which catalyst facilitates the given reaction. (1) Product: [Cl:25][C:3]1[C:2]([C:31]2[C:27]([CH3:26])=[N:28][N:29]([CH2:42][CH2:43][N:44]3[CH2:49][CH2:48][O:47][CH2:46][CH2:45]3)[C:30]=2[CH3:41])=[C:10]2[C:6]([C:7]([CH2:12][CH2:13][CH2:14][O:15][C:16]3[CH:21]=[C:20]([CH3:22])[C:19]([Cl:23])=[C:18]([CH3:24])[CH:17]=3)=[C:8]([CH3:11])[NH:9]2)=[CH:5][CH:4]=1. Reactant: Br[C:2]1[C:3]([Cl:25])=[CH:4][CH:5]=[C:6]2[C:10]=1[NH:9][C:8]([CH3:11])=[C:7]2[CH2:12][CH2:13][CH2:14][O:15][C:16]1[CH:21]=[C:20]([CH3:22])[C:19]([Cl:23])=[C:18]([CH3:24])[CH:17]=1.[CH3:26][C:27]1[C:31](B2OC(C)(C)C(C)(C)O2)=[C:30]([CH3:41])[N:29]([CH2:42][CH2:43][N:44]2[CH2:49][CH2:48][O:47][CH2:46][CH2:45]2)[N:28]=1.C([O-])([O-])=O.[K+].[K+]. The catalyst class is: 70. (2) Reactant: [Br:1][C:2]1[CH:3]=[CH:4][C:5]([C:8]([OH:11])([CH3:10])[CH3:9])=[N:6][CH:7]=1.ClC1C=C(C=CC=1)C(OO)=[O:17].[OH-].[Ca+2].[OH-]. Product: [Br:1][C:2]1[CH:3]=[CH:4][C:5]([C:8]([OH:11])([CH3:9])[CH3:10])=[N+:6]([O-:17])[CH:7]=1. The catalyst class is: 2.